From a dataset of Full USPTO retrosynthesis dataset with 1.9M reactions from patents (1976-2016). Predict the reactants needed to synthesize the given product. (1) Given the product [CH3:16][NH:18][C:7](=[O:8])[C:6]1[CH:10]=[C:11]([F:15])[C:12]([Cl:14])=[CH:13][C:5]=1[F:4], predict the reactants needed to synthesize it. The reactants are: CN.O.[F:4][C:5]1[CH:13]=[C:12]([Cl:14])[C:11]([F:15])=[CH:10][C:6]=1[C:7](O)=[O:8].[C:16](N1C=CN=C1)([N:18]1C=CN=C1)=O. (2) Given the product [Cl:16][C:17]1[C:18]([C:19]#[N:20])=[CH:21][CH:22]=[C:23]2[C:24]=1[CH:25]=[CH:26][N:1]2[C@@H:2]([C:3]([OH:5])([CH3:6])[CH3:4])[CH3:7], predict the reactants needed to synthesize it. The reactants are: [NH2:1][C@H:2]([CH3:7])[C:3]([CH3:6])([OH:5])[CH3:4].Cl.N[C@@H](C)C(OC)=O.[Cl:16][C:17]1[C:24]([C:25]#[C:26][Si](C)(C)C)=[C:23](F)[CH:22]=[CH:21][C:18]=1[C:19]#[N:20].C1CCN2C(=NCCC2)CC1.C([O-])(O)=O.[Na+].